This data is from Full USPTO retrosynthesis dataset with 1.9M reactions from patents (1976-2016). The task is: Predict the reactants needed to synthesize the given product. Given the product [C:2]1([C:33]2[CH:38]=[CH:37][CH:36]=[CH:35][CH:34]=2)[CH:7]=[CH:6][C:5]([C:8](=[O:32])[CH2:9][CH2:10][CH2:11][N:12]2[CH2:17][CH2:16][CH:15]([C:18]([OH:31])([C:25]3[CH:30]=[CH:29][CH:28]=[CH:27][CH:26]=3)[C:19]3[CH:24]=[CH:23][CH:22]=[CH:21][CH:20]=3)[CH2:14][CH2:13]2)=[CH:4][CH:3]=1, predict the reactants needed to synthesize it. The reactants are: Br[C:2]1[CH:7]=[CH:6][C:5]([C:8](=[O:32])[CH2:9][CH2:10][CH2:11][N:12]2[CH2:17][CH2:16][CH:15]([C:18]([OH:31])([C:25]3[CH:30]=[CH:29][CH:28]=[CH:27][CH:26]=3)[C:19]3[CH:24]=[CH:23][CH:22]=[CH:21][CH:20]=3)[CH2:14][CH2:13]2)=[CH:4][CH:3]=1.[C:33]1(B(O)O)[CH:38]=[CH:37][CH:36]=[CH:35][CH:34]=1.C(#N)C.C(=O)([O-])[O-].[K+].[K+].